Dataset: Forward reaction prediction with 1.9M reactions from USPTO patents (1976-2016). Task: Predict the product of the given reaction. (1) Given the reactants F[B-](F)(F)F.N1(OC(N(C)C)=[N+](C)C)C2C=CC=CC=2N=N1.[CH3:23][S:24][C:25]1[S:29][C:28]([C:30]([OH:32])=O)=[C:27]2[CH2:33][CH2:34][CH2:35][C:36](=[O:37])[C:26]=12.C(N(C(C)C)CC)(C)C.[C:47]([O:51][C:52]([N:54]([CH2:62][C:63]1[CH:64]=[C:65]([CH:69]2[CH2:74][CH2:73][NH:72][CH2:71][CH2:70]2)[CH:66]=[CH:67][CH:68]=1)[C:55]([O:57][C:58]([CH3:61])([CH3:60])[CH3:59])=[O:56])=[O:53])([CH3:50])([CH3:49])[CH3:48], predict the reaction product. The product is: [C:58]([O:57][C:55]([N:54]([CH2:62][C:63]1[CH:64]=[C:65]([CH:69]2[CH2:70][CH2:71][N:72]([C:30]([C:28]3[S:29][C:25]([S:24][CH3:23])=[C:26]4[C:36](=[O:37])[CH2:35][CH2:34][CH2:33][C:27]=34)=[O:32])[CH2:73][CH2:74]2)[CH:66]=[CH:67][CH:68]=1)[C:52]([O:51][C:47]([CH3:50])([CH3:49])[CH3:48])=[O:53])=[O:56])([CH3:59])([CH3:60])[CH3:61]. (2) Given the reactants [CH3:1][O:2][C:3]1[CH:8]=[C:7]([CH3:9])[CH:6]=[CH:5][C:4]=1[Cl:10].C1C(=O)N(Br)C(=O)C1.[C:19]1(=[O:29])[NH:23][C:22](=[O:24])[C:21]2=[CH:25][CH:26]=[CH:27][CH:28]=[C:20]12.[K].C(O)(=O)CC(CC(O)=O)(C(O)=O)O, predict the reaction product. The product is: [Cl:10][C:4]1[CH:5]=[CH:6][C:7]([CH2:9][N:23]2[C:19](=[O:29])[C:20]3[C:21](=[CH:25][CH:26]=[CH:27][CH:28]=3)[C:22]2=[O:24])=[CH:8][C:3]=1[O:2][CH3:1]. (3) Given the reactants [NH:1]1[CH:5]=[CH:4][C:3]([NH:6][C:7]2[N:11]([C:12]3[CH:17]=[C:16]([NH2:18])[N:15]=[C:14]([CH3:19])[N:13]=3)[N:10]=[C:9]([C:20]([O:22]C)=[O:21])[CH:8]=2)=[N:2]1.O.[OH-].[Li+].CO.C([O-])(O)=O.[Na+], predict the reaction product. The product is: [NH:1]1[CH:5]=[CH:4][C:3]([NH:6][C:7]2[N:11]([C:12]3[CH:17]=[C:16]([NH2:18])[N:15]=[C:14]([CH3:19])[N:13]=3)[N:10]=[C:9]([C:20]([OH:22])=[O:21])[CH:8]=2)=[N:2]1. (4) Given the reactants [H-].[H-].[H-].[H-].[Li+].[Al+3].[CH3:7][O:8][C:9]1[CH:23]=[CH:22][C:12]([CH2:13][N:14]2[CH:19]([CH3:20])[CH2:18][O:17][CH2:16][C:15]2=O)=[CH:11][CH:10]=1, predict the reaction product. The product is: [CH3:7][O:8][C:9]1[CH:10]=[CH:11][C:12]([CH2:13][N:14]2[CH2:15][CH2:16][O:17][CH2:18][CH:19]2[CH3:20])=[CH:22][CH:23]=1. (5) Given the reactants [NH2:1][C:2]1[CH:3]=[C:4]2[C:9](=[CH:10][CH:11]=1)[CH2:8][N:7]([C:12]([O:14][C:15]([CH3:18])([CH3:17])[CH3:16])=[O:13])[CH2:6][CH2:5]2.Br[C:20]1[C:21](=[O:28])[N:22]([CH3:27])[CH:23]=[C:24]([Br:26])[N:25]=1.C(N(CC)CC)C, predict the reaction product. The product is: [Br:26][C:24]1[N:25]=[C:20]([NH:1][C:2]2[CH:3]=[C:4]3[C:9](=[CH:10][CH:11]=2)[CH2:8][N:7]([C:12]([O:14][C:15]([CH3:18])([CH3:17])[CH3:16])=[O:13])[CH2:6][CH2:5]3)[C:21](=[O:28])[N:22]([CH3:27])[CH:23]=1. (6) Given the reactants [F:1][C:2]1[CH:3]=[CH:4][C:5]([NH:8][NH2:9])=[N:6][CH:7]=1.O=[CH:11][C:12]([O:14][CH2:15][CH3:16])=[O:13].C(OI(C1C=CC=CC=1)OC(=O)C)(=O)C, predict the reaction product. The product is: [F:1][C:2]1[CH:3]=[CH:4][C:5]2[N:6]([C:11]([C:12]([O:14][CH2:15][CH3:16])=[O:13])=[N:9][N:8]=2)[CH:7]=1. (7) Given the reactants [C:1]([O:4][C:5]1[CH:6]=[C:7]2[C:12](=[CH:13][C:14]=1[O:15][CH3:16])[N:11]=[CH:10][N:9]=[C:8]2Cl)(=[O:3])[CH3:2].[C:18]([C:20]1[CH:21]=[C:22]([CH:24]=[CH:25][C:26]=1[F:27])[NH2:23])#[CH:19], predict the reaction product. The product is: [C:1]([O:4][C:5]1[CH:6]=[C:7]2[C:12](=[CH:13][C:14]=1[O:15][CH3:16])[N:11]=[CH:10][N:9]=[C:8]2[NH:23][C:22]1[CH:24]=[CH:25][C:26]([F:27])=[C:20]([C:18]#[CH:19])[CH:21]=1)(=[O:3])[CH3:2].